This data is from NCI-60 drug combinations with 297,098 pairs across 59 cell lines. The task is: Regression. Given two drug SMILES strings and cell line genomic features, predict the synergy score measuring deviation from expected non-interaction effect. (1) Drug 1: C1CCC(C1)C(CC#N)N2C=C(C=N2)C3=C4C=CNC4=NC=N3. Drug 2: CN(CCCl)CCCl.Cl. Cell line: HCT-15. Synergy scores: CSS=7.37, Synergy_ZIP=-4.36, Synergy_Bliss=-4.61, Synergy_Loewe=-17.4, Synergy_HSA=-9.22. (2) Drug 1: CN(C)N=NC1=C(NC=N1)C(=O)N. Drug 2: CC1CCCC2(C(O2)CC(NC(=O)CC(C(C(=O)C(C1O)C)(C)C)O)C(=CC3=CSC(=N3)C)C)C. Cell line: CCRF-CEM. Synergy scores: CSS=26.1, Synergy_ZIP=5.32, Synergy_Bliss=7.98, Synergy_Loewe=5.06, Synergy_HSA=5.07.